Dataset: Catalyst prediction with 721,799 reactions and 888 catalyst types from USPTO. Task: Predict which catalyst facilitates the given reaction. (1) Reactant: Br[C:2]1[N:6]([CH2:7][CH2:8][C:9]2[CH:14]=[CH:13][CH:12]=[CH:11][C:10]=2[Cl:15])[CH:5]=[N:4][C:3]=1[C:16]1[CH:21]=[C:20]([C:22]#[N:23])[CH:19]=[CH:18][N:17]=1.[F:24][C:25]1[CH:30]=[CH:29][C:28](B(O)O)=[CH:27][CH:26]=1.C([O-])([O-])=O.[Na+].[Na+]. Product: [Cl:15][C:10]1[CH:11]=[CH:12][CH:13]=[CH:14][C:9]=1[CH2:8][CH2:7][N:6]1[C:2]([C:28]2[CH:29]=[CH:30][C:25]([F:24])=[CH:26][CH:27]=2)=[C:3]([C:16]2[CH:21]=[C:20]([C:22]#[N:23])[CH:19]=[CH:18][N:17]=2)[N:4]=[CH:5]1. The catalyst class is: 75. (2) Reactant: [N:1]1[CH:6]=[CH:5][CH:4]=[C:3]([CH2:7][CH2:8][NH2:9])[CH:2]=1.Cl[C:11]1[CH:16]=[CH:15][CH:14]=[CH:13][C:12]=1[N+:17]([O-:19])=[O:18].C([O-])([O-])=O.[K+].[K+]. Product: [N+:17]([C:12]1[CH:13]=[CH:14][CH:15]=[CH:16][C:11]=1[NH:9][CH2:8][CH2:7][C:3]1[CH:2]=[N:1][CH:6]=[CH:5][CH:4]=1)([O-:19])=[O:18]. The catalyst class is: 18. (3) The catalyst class is: 1. Product: [Cl:1][C:2]1[CH:22]=[CH:21][CH:20]=[C:19]([C:23]([F:24])([F:25])[F:26])[C:3]=1[C:4]([N:6]1[C:14]2[C:9](=[CH:10][CH:11]=[C:12]([CH2:15][OH:16])[CH:13]=2)[C:8]([I:18])=[N:7]1)=[O:5]. Reactant: [Cl:1][C:2]1[CH:22]=[CH:21][CH:20]=[C:19]([C:23]([F:26])([F:25])[F:24])[C:3]=1[C:4]([N:6]1[C:14]2[C:9](=[CH:10][CH:11]=[C:12]([C:15](O)=[O:16])[CH:13]=2)[C:8]([I:18])=[N:7]1)=[O:5].B.C1COCC1. (4) Reactant: [CH:1]([NH:4][C:5]1[N:6]=[C:7]2[C:13]([CH:14]=[CH:15][C:16]([NH2:18])=[O:17])=[CH:12][N:11](S(C3C=CC(C)=CC=3)(=O)=O)[C:8]2=[N:9][CH:10]=1)([CH3:3])[CH3:2].[OH-].[Li+]. Product: [CH:1]([NH:4][C:5]1[N:6]=[C:7]2[C:13]([CH:14]=[CH:15][C:16]([NH2:18])=[O:17])=[CH:12][NH:11][C:8]2=[N:9][CH:10]=1)([CH3:3])[CH3:2]. The catalyst class is: 92. (5) Reactant: Br.Br[CH2:3][C:4]([C:6]1[C:11]([CH3:12])=[CH:10][CH:9]=[CH:8][N:7]=1)=[O:5].[CH:13]([N-:15][CH:16]=[O:17])=[O:14].[Na+]. Product: [CH:13]([N:15]([CH2:3][C:4]([C:6]1[C:11]([CH3:12])=[CH:10][CH:9]=[CH:8][N:7]=1)=[O:5])[CH:16]=[O:17])=[O:14]. The catalyst class is: 10. (6) Reactant: [N:1]1[CH:6]=[CH:5][CH:4]=[CH:3][C:2]=1[CH2:7][C:8]([O:10][CH2:11][CH3:12])=[O:9].C(Cl)(Cl)[Cl:14].CO. Product: [ClH:14].[NH:1]1[CH2:6][CH2:5][CH2:4][CH2:3][CH:2]1[CH2:7][C:8]([O:10][CH2:11][CH3:12])=[O:9]. The catalyst class is: 856. (7) Product: [CH:27]([NH:34][C:35]([NH:1][CH:2]1[CH2:6][CH2:5][N:4]([CH:7]([C:8]2[CH:13]=[CH:12][CH:11]=[CH:10][CH:9]=2)[C:14]2[CH:19]=[CH:18][CH:17]=[CH:16][CH:15]=2)[C:3]1=[O:20])=[O:36])([C:28]1[CH:29]=[CH:30][CH:31]=[CH:32][CH:33]=1)[C:21]1[CH:26]=[CH:25][CH:24]=[CH:23][CH:22]=1. Reactant: [NH2:1][CH:2]1[CH2:6][CH2:5][N:4]([CH:7]([C:14]2[CH:19]=[CH:18][CH:17]=[CH:16][CH:15]=2)[C:8]2[CH:13]=[CH:12][CH:11]=[CH:10][CH:9]=2)[C:3]1=[O:20].[C:21]1([CH:27]([N:34]=[C:35]=[O:36])[C:28]2[CH:33]=[CH:32][CH:31]=[CH:30][CH:29]=2)[CH:26]=[CH:25][CH:24]=[CH:23][CH:22]=1. The catalyst class is: 2. (8) Reactant: [CH3:1][Mg]I.[F:4][C:5]1[CH:10]=[CH:9][CH:8]=[CH:7][C:6]=1[C:11]1[CH:12]=[N:13][C:14]([N:17]2[C:25]3[C:20](=[CH:21][CH:22]=[C:23]([C:26]([N:28]4[CH2:33][CH2:32][O:31][CH2:30][CH2:29]4)=[O:27])[CH:24]=3)[C:19]([C:34](=[O:36])[CH3:35])=[CH:18]2)=[N:15][CH:16]=1. Product: [F:4][C:5]1[CH:10]=[CH:9][CH:8]=[CH:7][C:6]=1[C:11]1[CH:16]=[N:15][C:14]([N:17]2[C:25]3[C:20](=[CH:21][CH:22]=[C:23]([C:26]([N:28]4[CH2:29][CH2:30][O:31][CH2:32][CH2:33]4)=[O:27])[CH:24]=3)[C:19]([C:34]([OH:36])([CH3:1])[CH3:35])=[CH:18]2)=[N:13][CH:12]=1. The catalyst class is: 1.